Dataset: Catalyst prediction with 721,799 reactions and 888 catalyst types from USPTO. Task: Predict which catalyst facilitates the given reaction. (1) Reactant: Cl[C:2]1[N:7]2[N:8]=[CH:9][CH:10]=[C:6]2[N:5]=[C:4]([C:11]2[CH:16]=[CH:15][C:14]([C:17]([F:20])([F:19])[F:18])=[CH:13][CH:12]=2)[CH:3]=1.[CH3:21][Zn]C.C1(C)C=CC=CC=1.[NH4+].[Cl-]. Product: [CH3:21][C:2]1[N:7]2[N:8]=[CH:9][CH:10]=[C:6]2[N:5]=[C:4]([C:11]2[CH:16]=[CH:15][C:14]([C:17]([F:20])([F:19])[F:18])=[CH:13][CH:12]=2)[CH:3]=1. The catalyst class is: 1. (2) Reactant: CO[C:3](=[O:43])[C:4]1[CH:9]=[CH:8][CH:7]=[C:6]([CH2:10][O:11][C:12]2[CH:17]=[CH:16][C:15]([C:18]3[CH:23]=[C:22]([F:24])[C:21]([F:25])=[CH:20][C:19]=3[O:26][CH3:27])=[CH:14][CH:13]=2)[C:5]=1[NH:28][N:29](C(OC(C)(C)C)=O)[CH2:30][C:31]([O:33]CC)=[O:32].Cl. Product: [F:25][C:21]1[C:22]([F:24])=[CH:23][C:18]([C:15]2[CH:16]=[CH:17][C:12]([O:11][CH2:10][C:6]3[CH:7]=[CH:8][CH:9]=[C:4]4[C:5]=3[NH:28][N:29]([CH2:30][C:31]([OH:33])=[O:32])[C:3]4=[O:43])=[CH:13][CH:14]=2)=[C:19]([O:26][CH3:27])[CH:20]=1. The catalyst class is: 1.